Task: Predict the reactants needed to synthesize the given product.. Dataset: Full USPTO retrosynthesis dataset with 1.9M reactions from patents (1976-2016) (1) The reactants are: Br[C:2]1[CH:7]=[C:6](Br)[CH:5]=[C:4](Br)[CH:3]=1.[CH2:10]([OH:15])[CH2:11][CH2:12][C:13]#[CH:14]. Given the product [OH:15][CH2:10][CH2:11][CH2:12][C:13]#[C:14][C:2]1[CH:7]=[C:6]([C:14]#[C:13][CH2:12][CH2:11][CH2:10][OH:15])[CH:5]=[C:4]([C:14]#[C:13][CH2:12][CH2:11][CH2:10][OH:15])[CH:3]=1, predict the reactants needed to synthesize it. (2) Given the product [O:1]1[C:5]2[CH:6]=[CH:7][CH:8]=[CH:9][C:4]=2[CH:3]=[C:2]1[C:10]1[N:14]2[N:15]=[C:16]([NH:20][CH2:21][CH:22]([OH:26])[CH:23]([CH3:25])[CH3:24])[CH:17]=[CH:18][C:13]2=[N:12][CH:11]=1, predict the reactants needed to synthesize it. The reactants are: [O:1]1[C:5]2[CH:6]=[CH:7][CH:8]=[CH:9][C:4]=2[CH:3]=[C:2]1[C:10]1[N:14]2[N:15]=[C:16](Cl)[CH:17]=[CH:18][C:13]2=[N:12][CH:11]=1.[NH2:20][CH2:21][CH:22]([OH:26])[CH:23]([CH3:25])[CH3:24].